Task: Regression. Given two drug SMILES strings and cell line genomic features, predict the synergy score measuring deviation from expected non-interaction effect.. Dataset: NCI-60 drug combinations with 297,098 pairs across 59 cell lines Drug 1: CC(C1=C(C=CC(=C1Cl)F)Cl)OC2=C(N=CC(=C2)C3=CN(N=C3)C4CCNCC4)N. Drug 2: C1CN1P(=S)(N2CC2)N3CC3. Cell line: HS 578T. Synergy scores: CSS=-8.19, Synergy_ZIP=-1.91, Synergy_Bliss=-13.4, Synergy_Loewe=-19.5, Synergy_HSA=-18.6.